This data is from Full USPTO retrosynthesis dataset with 1.9M reactions from patents (1976-2016). The task is: Predict the reactants needed to synthesize the given product. (1) Given the product [CH3:25][C:26]1[CH:27]=[CH:28][C:29]([S:32]([OH:35])(=[O:34])=[O:33])=[CH:30][CH:31]=1.[NH2:8][CH2:9][CH:10]1[CH2:15][CH2:14][N:13]([CH2:16][C:17]2([C:22]([OH:24])=[O:23])[CH2:21][CH2:20][CH2:19][CH2:18]2)[CH2:12][CH2:11]1, predict the reactants needed to synthesize it. The reactants are: C(OC([NH:8][CH2:9][CH:10]1[CH2:15][CH2:14][N:13]([CH2:16][C:17]2([C:22]([OH:24])=[O:23])[CH2:21][CH2:20][CH2:19][CH2:18]2)[CH2:12][CH2:11]1)=O)(C)(C)C.[CH3:25][C:26]1[CH:27]=[CH:28][C:29]([S:32]([OH:35])(=[O:34])=[O:33])=[CH:30][CH:31]=1.O.CCN(CC)CC. (2) Given the product [Cl:16][C:4]1[N:5]=[C:6]([C:12]([F:15])([F:14])[F:13])[C:7]2[C:8](=[O:9])[NH:18][NH:19][C:2]=2[CH:3]=1, predict the reactants needed to synthesize it. The reactants are: Cl[C:2]1[C:7]([C:8](OC)=[O:9])=[C:6]([C:12]([F:15])([F:14])[F:13])[N:5]=[C:4]([Cl:16])[CH:3]=1.O.[NH2:18][NH2:19]. (3) The reactants are: [CH3:1][O:2][C:3](=[O:13])[CH2:4][CH2:5][CH2:6][CH2:7][CH2:8][CH2:9][CH:10]=[CH:11][CH3:12].COC(=O)CCCCCC=CCC.COC(=O)CCCCC=CCCC. Given the product [CH3:1][O:2][C:3](=[O:13])[CH2:4][CH2:5][CH2:6][CH2:7][CH2:8][CH2:9][CH2:10][CH:11]=[CH2:12], predict the reactants needed to synthesize it. (4) Given the product [N:17]1[C:21]2[CH:22]=[CH:23][CH:24]=[CH:25][C:20]=2[NH:12][C:11]=1[CH2:10][C:9]([C:3]1[CH:4]=[CH:5][C:6]([Cl:8])=[CH:7][C:2]=1[Cl:1])=[O:16], predict the reactants needed to synthesize it. The reactants are: [Cl:1][C:2]1[CH:7]=[C:6]([Cl:8])[CH:5]=[CH:4][C:3]=1[C:9](=[O:16])[CH2:10][C:11]1C=CN[N:12]=1.[N:17]1[C:21]2[CH:22]=[CH:23][CH:24]=[CH:25][C:20]=2NC=1. (5) Given the product [Cl:1][C:2]1[CH:7]=[CH:6][CH:5]=[C:4]([O:8][CH3:9])[C:3]=1[CH:10]1[C:16](=[O:18])[CH:15]2[CH2:19][CH:12]([CH2:13][CH2:14]2)[C:11]1=[O:17], predict the reactants needed to synthesize it. The reactants are: [Cl:1][C:2]1[CH:7]=[CH:6][CH:5]=[C:4]([O:8][CH3:9])[C:3]=1/[CH:10]=[C:11]1/[CH:12]2[CH2:19][CH:15]([C:16](=[O:18])[O:17]/1)[CH2:14][CH2:13]2.CS(O)(=O)=O.O=P12OP3(OP(OP(O3)(O1)=O)(=O)O2)=O. (6) Given the product [CH3:10][C:11]1([CH3:12])[O:6][C@H:3]([C:2]([CH3:9])([CH3:1])[CH2:7][OH:8])[CH2:4][O:5]1, predict the reactants needed to synthesize it. The reactants are: [CH3:1][C:2]([CH3:9])([CH2:7][OH:8])[C@@H:3]([OH:6])[CH2:4][OH:5].[CH3:10][C:11]1C=CC(S(O)(=O)=O)=C[CH:12]=1. (7) Given the product [Cl:1][C:2]1[C:11]([C:30]2[CH:29]=[CH:28][N:27]=[CH:26][C:25]=2[F:24])=[C:10]2[C:5]([CH:6]=[CH:7][C:8]([C:20]([O:22][CH2:23][CH2:36][CH2:35][CH3:40])=[O:21])=[CH:9]2)=[CH:4][CH:3]=1, predict the reactants needed to synthesize it. The reactants are: [Cl:1][C:2]1[C:11](OS(C(F)(F)F)(=O)=O)=[C:10]2[C:5]([CH:6]=[CH:7][C:8]([C:20]([O:22][CH3:23])=[O:21])=[CH:9]2)=[CH:4][CH:3]=1.[F:24][C:25]1[CH:26]=[N:27][CH:28]=[CH:29][C:30]=1OB(O)O.[CH:35]1(P(C2CCCCC2)C2C=CC=CC=2C2C(C(C)C)=CC(C(C)C)=CC=2C(C)C)[CH2:40]CCC[CH2:36]1.[O-]P(OP(OP([O-])([O-])=O)([O-])=O)(=O)[O-].[K+].[K+].[K+].[K+].[K+]. (8) Given the product [CH2:22]([NH:21][C:19]([NH:18][C:16]1[S:15][C:5]2[C:4]([N:17]=1)=[CH:3][C:2]([N:24]1[CH2:28][CH2:27][CH:26]([OH:29])[CH2:25]1)=[C:7]([O:8][CH2:9][CH:10]1[CH2:14][CH2:13][O:12][CH2:11]1)[N:6]=2)=[O:20])[CH3:23], predict the reactants needed to synthesize it. The reactants are: Br[C:2]1[CH:3]=[C:4]2[N:17]=[C:16]([NH:18][C:19]([NH:21][CH2:22][CH3:23])=[O:20])[S:15][C:5]2=[N:6][C:7]=1[O:8][CH2:9][CH:10]1[CH2:14][CH2:13][O:12][CH2:11]1.[NH:24]1[CH2:28][CH2:27][CH:26]([OH:29])[CH2:25]1.CC1(C)C2C(=C(P(C3C=CC=CC=3)C3C=CC=CC=3)C=CC=2)OC2C(P(C3C=CC=CC=3)C3C=CC=CC=3)=CC=CC1=2.C[Si]([N-][Si](C)(C)C)(C)C.[Li+]. (9) Given the product [CH3:13][N:1]1[C:9]2[C:4](=[CH:5][CH:6]=[CH:7][C:8]=2[CH:10]=[O:11])[CH:3]=[CH:2]1, predict the reactants needed to synthesize it. The reactants are: [NH:1]1[C:9]2[C:4](=[CH:5][CH:6]=[CH:7][C:8]=2[CH:10]=[O:11])[CH:3]=[CH:2]1.[K].[CH3:13]C(C)([O-])C.CI.O. (10) Given the product [CH:14]12[CH2:23][CH:18]3[CH2:19][CH:20]([CH2:22][CH:16]([CH2:17]3)[CH:15]1[NH:24][C:42]([C:30]1[CH:31]=[N:32][N:33]([C:34]3[CH:39]=[CH:38][C:37]([Cl:40])=[CH:36][C:35]=3[CH3:41])[C:29]=1[C:25]([CH3:28])([CH3:27])[CH3:26])=[O:43])[CH2:21]2, predict the reactants needed to synthesize it. The reactants are: Cl.CN(C)CCCN=C=NCC.Cl.[CH:14]12[CH2:23][CH:18]3[CH2:19][CH:20]([CH2:22][CH:16]([CH2:17]3)[CH:15]1[NH2:24])[CH2:21]2.[C:25]([C:29]1[N:33]([C:34]2[CH:39]=[CH:38][C:37]([Cl:40])=[CH:36][C:35]=2[CH3:41])[N:32]=[CH:31][C:30]=1[C:42](O)=[O:43])([CH3:28])([CH3:27])[CH3:26].ON1C2C=CC=CC=2N=N1.C(N(C(C)C)C(C)C)C.